Dataset: Forward reaction prediction with 1.9M reactions from USPTO patents (1976-2016). Task: Predict the product of the given reaction. (1) Given the reactants [CH3:1][C:2]1([CH3:27])[C:11]2[C:6](=[CH:7][C:8]([CH3:18])=[C:9]([C:12]#[C:13][Si:14]([CH3:17])([CH3:16])[CH3:15])[CH:10]=2)[C:5](OS(C(F)(F)F)(=O)=O)=[CH:4][CH2:3]1.C1(P(C2C=CC=CC=2)CCCP(C2C=CC=CC=2)C2C=CC=CC=2)C=CC=CC=1.CN(C)[CH:59]=[O:60].[CH2:62]([OH:64])[CH3:63], predict the reaction product. The product is: [CH2:62]([O:64][C:59]([C:5]1[C:6]2[C:11](=[CH:10][C:9]([C:12]#[C:13][Si:14]([CH3:16])([CH3:17])[CH3:15])=[C:8]([CH3:18])[CH:7]=2)[C:2]([CH3:1])([CH3:27])[CH2:3][CH:4]=1)=[O:60])[CH3:63]. (2) Given the reactants [OH:1][C:2]1[CH:7]=[CH:6][CH:5]=[CH:4][C:3]=1[C:8]1[N:17]=[C:16]([N:18]2[CH2:23][CH2:22][CH2:21][C@@H:20]([CH2:24][NH:25][C:26](=[O:33])[O:27][C@@H:28]3[CH2:32][CH2:31][O:30][CH2:29]3)[CH2:19]2)[C:15]2[C:10](=[CH:11][C:12]([CH3:34])=[CH:13][CH:14]=2)[N:9]=1.[ClH:35], predict the reaction product. The product is: [ClH:35].[OH:1][C:2]1[CH:7]=[CH:6][CH:5]=[CH:4][C:3]=1[C:8]1[N:17]=[C:16]([N:18]2[CH2:23][CH2:22][CH2:21][C@@H:20]([CH2:24][NH:25][C:26](=[O:33])[O:27][C@@H:28]3[CH2:32][CH2:31][O:30][CH2:29]3)[CH2:19]2)[C:15]2[C:10](=[CH:11][C:12]([CH3:34])=[CH:13][CH:14]=2)[N:9]=1. (3) Given the reactants [Br:1][C:2]1[C:3]([CH3:9])=[CH:4][C:5]([Cl:8])=[N:6][CH:7]=1.ClC1C=CC=C(C(OO)=[O:18])C=1, predict the reaction product. The product is: [Br:1][C:2]1[C:3]([CH3:9])=[CH:4][C:5]([Cl:8])=[N+:6]([O-:18])[CH:7]=1. (4) The product is: [CH2:13]([O:12][C:11]1[CH:10]=[CH:9][C:5]([C:6]2[O:8][N:39]=[C:38]([C:40]3[CH:48]=[CH:47][CH:46]=[C:45]4[C:41]=3[CH2:42][CH2:43][CH:44]4[OH:49])[N:37]=2)=[CH:4][C:3]=1[C:1]#[N:2])[CH3:14]. Given the reactants [C:1]([C:3]1[CH:4]=[C:5]([CH:9]=[CH:10][C:11]=1[O:12][CH2:13][CH3:14])[C:6]([OH:8])=O)#[N:2].C1C=CC2N(O)N=NC=2C=1.CCN=C=NCCCN(C)C.O[N:37]=[C:38]([C:40]1[C:41]2[CH2:42][CH2:43][CH:44]([OH:49])[C:45]=2[CH:46]=[CH:47][CH:48]=1)[NH2:39].[Na+].[Cl-], predict the reaction product. (5) Given the reactants [CH:1]1([N:4]([CH:25]2[CH2:27][CH2:26]2)[C:5]([C:7]2[N:22]([CH2:23][CH3:24])[C:10]3=[N:11][C:12]([N:19]=[C:20]=[S:21])=[C:13]4[N:17]=[CH:16][N:15]([CH3:18])[C:14]4=[C:9]3[CH:8]=2)=[O:6])[CH2:3][CH2:2]1.Cl.[C:29]([NH2:32])(=[NH:31])[CH3:30].CCN(C(C)C)C(C)C.N(C(OCC)=O)=NC(OCC)=O, predict the reaction product. The product is: [CH:25]1([N:4]([CH:1]2[CH2:2][CH2:3]2)[C:5]([C:7]2[N:22]([CH2:23][CH3:24])[C:10]3=[N:11][C:12]([NH:19][C:20]4[S:21][N:32]=[C:29]([CH3:30])[N:31]=4)=[C:13]4[N:17]=[CH:16][N:15]([CH3:18])[C:14]4=[C:9]3[CH:8]=2)=[O:6])[CH2:26][CH2:27]1.